From a dataset of Forward reaction prediction with 1.9M reactions from USPTO patents (1976-2016). Predict the product of the given reaction. (1) Given the reactants [CH:1]1([C:4]2[CH:9]=[C:8]([CH2:10][OH:11])[C:7]([O:12][CH2:13][CH3:14])=[CH:6][C:5]=2[C:15]2[CH:20]=[CH:19][C:18]([F:21])=[CH:17][C:16]=2[F:22])[CH2:3][CH2:2]1, predict the reaction product. The product is: [CH:1]1([C:4]2[CH:9]=[C:8]([CH:10]=[O:11])[C:7]([O:12][CH2:13][CH3:14])=[CH:6][C:5]=2[C:15]2[CH:20]=[CH:19][C:18]([F:21])=[CH:17][C:16]=2[F:22])[CH2:3][CH2:2]1. (2) Given the reactants COC[O:4][C:5]1[CH:6]=[N:7][CH:8]=[CH:9][C:10]=1[CH2:11][CH2:12][CH2:13][OH:14].Cl, predict the reaction product. The product is: [OH:4][C:5]1[CH:6]=[N:7][CH:8]=[CH:9][C:10]=1[CH2:11][CH2:12][CH2:13][OH:14]. (3) Given the reactants [F:1][C:2]1[C:3]([CH3:40])=[C:4]([CH:37]=[CH:38][CH:39]=1)[O:5][C:6]1[C:15]2[C:14](=[O:16])[N:13]([CH2:17][C:18]3[CH:23]=[CH:22][C:21]([O:24][CH3:25])=[CH:20][CH:19]=3)C(=O)[N:11]([C:27]3[CH:32]=[CH:31][C:30]([I:33])=[CH:29][C:28]=3[F:34])[C:10]=2[N:9]([CH3:35])[C:8](=[O:36])[CH:7]=1.[OH-].[Li+].ClCCl, predict the reaction product. The product is: [F:1][C:2]1[C:3]([CH3:40])=[C:4]([CH:37]=[CH:38][CH:39]=1)[O:5][C:6]1[C:15]([C:14]([NH:13][CH2:17][C:18]2[CH:19]=[CH:20][C:21]([O:24][CH3:25])=[CH:22][CH:23]=2)=[O:16])=[C:10]([NH:11][C:27]2[CH:32]=[CH:31][C:30]([I:33])=[CH:29][C:28]=2[F:34])[N:9]([CH3:35])[C:8](=[O:36])[CH:7]=1. (4) Given the reactants [CH3:1][Mg]I.[O:4]=[C:5]1[CH2:9][CH2:8][N:7]([C:10]([O:12][C:13]([CH3:16])([CH3:15])[CH3:14])=[O:11])[CH2:6]1, predict the reaction product. The product is: [C:13]([O:12][C:10]([N:7]1[CH2:8][CH2:9][C:5]([OH:4])([CH3:1])[CH2:6]1)=[O:11])([CH3:16])([CH3:15])[CH3:14]. (5) Given the reactants [Cl:1][C:2]1[C:7]([Cl:8])=[CH:6][CH:5]=[CH:4][C:3]=1[CH2:9][CH2:10][OH:11].[H-].[Na+].Cl[CH2:15][C:16]([O-:18])=[O:17].[Na+], predict the reaction product. The product is: [Cl:1][C:2]1[C:7]([Cl:8])=[CH:6][CH:5]=[CH:4][C:3]=1[CH2:9][CH2:10][O:11][CH2:15][C:16]([OH:18])=[O:17]. (6) Given the reactants [Li+].[OH-].[CH3:3][CH:4]([CH3:23])[CH2:5][C:6]([NH:8][C:9]1[C:17]2[C:12](=[N:13][CH:14]=[CH:15][CH:16]=2)[S:11][C:10]=1[C:18]([O:20]CC)=[O:19])=[O:7], predict the reaction product. The product is: [CH3:3][CH:4]([CH3:23])[CH2:5][C:6]([NH:8][C:9]1[C:17]2[C:12](=[N:13][CH:14]=[CH:15][CH:16]=2)[S:11][C:10]=1[C:18]([OH:20])=[O:19])=[O:7]. (7) Given the reactants [CH2:1]([C:5]1[CH:10]=[CH:9][C:8]([C:11]#[C:12][C:13]2[CH:35]=[CH:34][C:16]([CH2:17][N:18]([CH2:30][CH:31]3[CH2:33][CH2:32]3)[C:19]3[CH:20]=[CH:21][C:22]([F:29])=[C:23]([CH:28]=3)[C:24]([O:26]C)=[O:25])=[CH:15][CH:14]=2)=[CH:7][CH:6]=1)[CH2:2][CH2:3][CH3:4].CO[2H], predict the reaction product. The product is: [CH2:1]([C:5]1[CH:6]=[CH:7][C:8]([C:11]#[C:12][C:13]2[CH:35]=[CH:34][C:16]([CH2:17][N:18]([CH2:30][CH:31]3[CH2:32][CH2:33]3)[C:19]3[CH:20]=[CH:21][C:22]([F:29])=[C:23]([CH:28]=3)[C:24]([OH:26])=[O:25])=[CH:15][CH:14]=2)=[CH:9][CH:10]=1)[CH2:2][CH2:3][CH3:4].